From a dataset of Full USPTO retrosynthesis dataset with 1.9M reactions from patents (1976-2016). Predict the reactants needed to synthesize the given product. (1) Given the product [CH2:14]([O:26][C:6]1[C:4]2[O:5][CH2:1][O:2][C:3]=2[CH:9]=[CH:8][CH:7]=1)[CH2:15][CH2:16][CH2:17][CH2:18][CH2:19][CH2:20][CH3:21], predict the reactants needed to synthesize it. The reactants are: [CH2:1]1[O:5][C:4]2[CH:6]=[C:7](O)[CH:8]=[CH:9][C:3]=2[O:2]1.[H-].[Na+].Br[CH2:14][CH2:15][CH2:16][CH2:17][CH2:18][CH2:19][CH2:20][CH3:21].CN(C=[O:26])C. (2) Given the product [CH2:9]([O:11][C:12](=[O:30])[CH2:13][C:14]1[CH:19]=[CH:18][CH:17]=[C:16]([O:20][C:21]2[CH:26]=[CH:25][C:24]([F:27])=[CH:23][C:22]=2[CH2:28][N:3]2[CH2:4][CH2:5][O:1][C:2]2=[O:31])[CH:15]=1)[CH3:10], predict the reactants needed to synthesize it. The reactants are: [O:1]1[CH2:5][C:4](=O)[N:3]=[C-:2]1.[H-].[Na+].[CH2:9]([O:11][C:12](=[O:30])[CH2:13][C:14]1[CH:19]=[CH:18][CH:17]=[C:16]([O:20][C:21]2[CH:26]=[CH:25][C:24]([F:27])=[CH:23][C:22]=2[CH2:28]Br)[CH:15]=1)[CH3:10].[O:31]1CCOCC1. (3) Given the product [C:28]([C:27]1[CH:30]=[CH:31][C:24]([N:22]2[CH:6]([CH:1]3[CH2:5][CH2:4][CH2:3][CH2:2]3)[CH2:7][C:8]([C:10]3[CH:19]=[CH:18][C:13]([C:14]([OH:16])=[O:15])=[C:12]([O:20][CH3:21])[N:11]=3)=[N:23]2)=[CH:25][C:26]=1[O:32][CH3:33])#[N:29], predict the reactants needed to synthesize it. The reactants are: [CH:1]1([CH:6]=[CH:7][C:8]([C:10]2[CH:19]=[CH:18][C:13]([C:14]([O:16]C)=[O:15])=[C:12]([O:20][CH3:21])[N:11]=2)=O)[CH2:5][CH2:4][CH2:3][CH2:2]1.[NH:22]([C:24]1[CH:31]=[CH:30][C:27]([C:28]#[N:29])=[C:26]([O:32][CH3:33])[CH:25]=1)[NH2:23].[O-]CC.[Na+]. (4) Given the product [CH2:1]([NH:4][C:5](=[O:6])[O:7][C:8]([CH3:11])([CH3:10])[CH3:9])[C:2]#[CH:3], predict the reactants needed to synthesize it. The reactants are: [CH2:1]([NH2:4])[C:2]#[CH:3].[C:5](O[C:5]([O:7][C:8]([CH3:11])([CH3:10])[CH3:9])=[O:6])([O:7][C:8]([CH3:11])([CH3:10])[CH3:9])=[O:6]. (5) Given the product [NH2:8][C:3]1[C:2]([B:9]([OH:13])[OH:10])=[CH:7][N:6]=[CH:5][N:4]=1, predict the reactants needed to synthesize it. The reactants are: Br[C:2]1[C:3]([NH2:8])=[N:4][CH:5]=[N:6][CH:7]=1.[B:9]1(B2OC(C)(C)C(C)(C)O2)[O:13]C(C)(C)C(C)(C)[O:10]1.C([O-])(=O)C.[K+]. (6) Given the product [CH3:1][C:2]1[C:8]([N+:9]([O-:11])=[O:10])=[CH:7][CH:6]=[CH:5][C:3]=1[N:4]=[C:24]([O:26][CH2:27][CH3:28])[CH3:25], predict the reactants needed to synthesize it. The reactants are: [CH3:1][C:2]1[C:8]([N+:9]([O-:11])=[O:10])=[CH:7][CH:6]=[CH:5][C:3]=1[NH2:4].O.C1(C)C=CC(S(O)(=O)=O)=CC=1.[C:24](OCC)(OCC)([O:26][CH2:27][CH3:28])[CH3:25].